This data is from Full USPTO retrosynthesis dataset with 1.9M reactions from patents (1976-2016). The task is: Predict the reactants needed to synthesize the given product. (1) Given the product [CH2:10]([N:7]1[CH2:8][CH2:9][C:4]2[C:3]([C:13]([NH2:15])=[O:14])=[C:2]([NH:1][C:17]([NH2:18])=[O:16])[S:12][C:5]=2[CH2:6]1)[CH3:11], predict the reactants needed to synthesize it. The reactants are: [NH2:1][C:2]1[S:12][C:5]2[CH2:6][N:7]([CH2:10][CH3:11])[CH2:8][CH2:9][C:4]=2[C:3]=1[C:13]([NH2:15])=[O:14].[O-:16][C:17]#[N:18].[Na+]. (2) Given the product [Si:1]([O:18][CH2:19][CH2:20][CH2:21][CH2:22][CH2:23][C:24]#[C:25][CH2:26][CH2:27][CH2:28][CH2:29][OH:30])([C:14]([CH3:16])([CH3:17])[CH3:15])([C:8]1[CH:9]=[CH:10][CH:11]=[CH:12][CH:13]=1)[C:2]1[CH:3]=[CH:4][CH:5]=[CH:6][CH:7]=1, predict the reactants needed to synthesize it. The reactants are: [Si:1]([O:18][CH2:19][CH2:20][CH2:21][CH2:22][CH2:23][C:24]#[C:25][CH2:26][CH2:27][CH2:28][CH2:29][O:30]C1CCCCO1)([C:14]([CH3:17])([CH3:16])[CH3:15])([C:8]1[CH:13]=[CH:12][CH:11]=[CH:10][CH:9]=1)[C:2]1[CH:7]=[CH:6][CH:5]=[CH:4][CH:3]=1.CC1C=CC(S([O-])(=O)=O)=CC=1.C1C=C[NH+]=CC=1. (3) Given the product [ClH:41].[O:39]1[C:32]2[CH:31]=[C:30]([CH2:29][NH:21][CH:18]3[CH2:17][CH2:16][N:15]([CH2:14][CH2:13][N:10]4[C:11]5[N:12]=[C:3]([C:1]#[N:2])[CH:4]=[CH:5][C:6]=5[CH:7]=[CH:8][C:9]4=[O:40])[CH2:20][CH2:19]3)[N:35]=[CH:34][C:33]=2[O:36][CH2:37][CH2:38]1, predict the reactants needed to synthesize it. The reactants are: [C:1]([C:3]1[N:12]=[C:11]2[C:6]([CH:7]=[CH:8][C:9](=[O:40])[N:10]2[CH2:13][CH2:14][N:15]2[CH2:20][CH2:19][CH:18]([N:21]([CH2:29][C:30]3[N:35]=[CH:34][C:33]4[O:36][CH2:37][CH2:38][O:39][C:32]=4[CH:31]=3)C(=O)OC(C)(C)C)[CH2:17][CH2:16]2)=[CH:5][CH:4]=1)#[N:2].[ClH:41].C([O-])(O)=O.[Na+]. (4) Given the product [NH2:10][C:9]1[NH:11][C:12](=[O:17])[CH:13]=[C:14]([CH3:16])[N:8]=1, predict the reactants needed to synthesize it. The reactants are: C(O)C.C(=O)(O)O.[NH2:8][C:9]([NH2:11])=[NH:10].[C:12](OCC)(=[O:17])[CH2:13][C:14]([CH3:16])=O. (5) The reactants are: [CH3:1][O:2][C:3](=[O:15])[C:4](=O)[CH:5](Cl)[C:6]1[CH:11]=[CH:10][CH:9]=[CH:8][C:7]=1[Cl:12].[C:16]([NH2:19])(=[S:18])[CH3:17]. Given the product [CH3:1][O:2][C:3]([C:4]1[N:19]=[C:16]([CH3:17])[S:18][C:5]=1[C:6]1[CH:11]=[CH:10][CH:9]=[CH:8][C:7]=1[Cl:12])=[O:15], predict the reactants needed to synthesize it. (6) Given the product [CH3:42][O:43][C:44]1[CH:51]=[CH:50][CH:49]=[CH:48][C:45]=1[CH2:46][NH:47][C:17]([C:13]1[CH:12]=[C:11]2[C:16]([C:8]([N:5]3[CH2:4][CH2:3][N:2]([CH3:1])[CH2:7][CH2:6]3)=[N:9][NH:10]2)=[CH:15][CH:14]=1)=[O:19], predict the reactants needed to synthesize it. The reactants are: [CH3:1][N:2]1[CH2:7][CH2:6][N:5]([C:8]2[C:16]3[C:11](=[CH:12][C:13]([C:17]([O-:19])=O)=[CH:14][CH:15]=3)[NH:10][N:9]=2)[CH2:4][CH2:3]1.[Li+].C(Cl)CCl.C1C=CC2N(O)N=NC=2C=1.CCN(CC)CC.[CH3:42][O:43][C:44]1[CH:51]=[CH:50][CH:49]=[CH:48][C:45]=1[CH2:46][NH2:47]. (7) Given the product [C:18]([C:10]1[CH:9]=[C:8]2[C:17]3=[C:16]4[C:5](=[CH:4][CH:3]=[C:2]([CH3:1])[C:15]4=[CH:14][CH:13]=[C:12]3[CH:11]=1)[CH:6]=[CH:7]2)([CH3:21])([CH3:20])[CH3:19], predict the reactants needed to synthesize it. The reactants are: [CH3:1][C:2]1[C:15]2[C:16]3=[C:17]4[C:12](=[CH:13][CH:14]=2)[CH:11]=[CH:10][CH:9]=[C:8]4[CH:7]=[CH:6][C:5]3=[CH:4][CH:3]=1.[C:18](Cl)([CH3:21])([CH3:20])[CH3:19].ClCCl.[Cl-].[Al+3].[Cl-].[Cl-].